This data is from Reaction yield outcomes from USPTO patents with 853,638 reactions. The task is: Predict the reaction yield, written as a fraction of the theoretical maximum amount of product (1.0 means a 100% yield; for example, 0.34 means a 34% yield). (1) The reactants are [CH3:1][O:2][C:3]1[CH:18]=[C:17]([O:19][CH3:20])[CH:16]=[CH:15][C:4]=1[CH2:5][NH:6][C:7]1[C:12]([CH2:13][NH2:14])=[CH:11][CH:10]=[CH:9][N:8]=1.O=[C:22]1[CH2:27][CH2:26][N:25]([C:28]([O:30][C:31]([CH3:34])([CH3:33])[CH3:32])=[O:29])[CH2:24][CH2:23]1.CC(O)=O.[BH-](OC(C)=O)(OC(C)=O)OC(C)=O.[Na+]. The catalyst is ClCCCl.C(Cl)Cl.C([O-])([O-])=O.[Na+].[Na+]. The product is [C:31]([O:30][C:28]([N:25]1[CH2:26][CH2:27][CH:22]([NH:14][CH2:13][C:12]2[C:7]([NH:6][CH2:5][C:4]3[CH:15]=[CH:16][C:17]([O:19][CH3:20])=[CH:18][C:3]=3[O:2][CH3:1])=[N:8][CH:9]=[CH:10][CH:11]=2)[CH2:23][CH2:24]1)=[O:29])([CH3:34])([CH3:32])[CH3:33]. The yield is 0.690. (2) The reactants are [C:1]1(B(O)O)[CH:6]=[CH:5][CH:4]=[CH:3][CH:2]=1.[F-].[K+].Cl[C:13]1[CH:18]=[CH:17][C:16]([N+:19]([O-:21])=[O:20])=[CH:15][CH:14]=1. The catalyst is C([O-])(=O)C.[Pd+2].C([O-])(=O)C.C(P(C(C)(C)C)C1C=CC=CC=1C1C=CC=CC=1)(C)(C)C. The product is [N+:19]([C:16]1[CH:17]=[CH:18][C:13]([C:1]2[CH:6]=[CH:5][CH:4]=[CH:3][CH:2]=2)=[CH:14][CH:15]=1)([O-:21])=[O:20]. The yield is 0.980. (3) The reactants are Cl[C:2]1[CH:11]=[CH:10][C:9]2[C:4](=[C:5]([C:12]3[NH:20][C:19]4[CH2:18][CH2:17][NH:16][C:15](=[O:21])[C:14]=4[CH:13]=3)[CH:6]=[CH:7][CH:8]=2)[N:3]=1.[Br-].[CH2:23]([Zn+])[C:24]1[CH:29]=[CH:28][CH:27]=[CH:26][CH:25]=1. The catalyst is C1COCC1.[Pd](Cl)Cl.C(P(C(C)(C)C)C1C=CC(N(C)C)=CC=1)(C)(C)C.C(P(C(C)(C)C)C1C=CC(N(C)C)=CC=1)(C)(C)C. The product is [CH2:23]([C:2]1[CH:11]=[CH:10][C:9]2[C:4](=[C:5]([C:12]3[NH:20][C:19]4[CH2:18][CH2:17][NH:16][C:15](=[O:21])[C:14]=4[CH:13]=3)[CH:6]=[CH:7][CH:8]=2)[N:3]=1)[C:24]1[CH:29]=[CH:28][CH:27]=[CH:26][CH:25]=1. The yield is 0.509. (4) The catalyst is CN(C=O)C.O.[Cu-]=O. The yield is 0.130. The reactants are [Cl:1][C:2]1[CH:7]=[C:6](I)[CH:5]=[C:4]([CH3:9])[C:3]=1[C:10](=[O:12])[CH3:11].[CH3:13][O:14][C:15]1[CH:20]=[CH:19][C:18]([SH:21])=[CH:17][CH:16]=1.[OH-].[K+]. The product is [Cl:1][C:2]1[CH:7]=[C:6]([S:21][C:18]2[CH:19]=[CH:20][C:15]([O:14][CH3:13])=[CH:16][CH:17]=2)[CH:5]=[C:4]([CH3:9])[C:3]=1[C:10](=[O:12])[CH3:11]. (5) The reactants are [CH2:1]([O:3][C:4](=[O:20])[C:5]1[CH:10]=[CH:9][C:8]([N:11]=[CH:12][C:13]2[CH:18]=[CH:17][CH:16]=[C:15]([Br:19])[CH:14]=2)=[CH:7][CH:6]=1)[CH3:2].O.[O-]S(C(F)(F)F)(=O)=O.[Yb+3].[O-]S(C(F)(F)F)(=O)=O.[O-]S(C(F)(F)F)(=O)=O.[CH:47](=[O:51])[CH:48]([CH3:50])[CH3:49].O. The catalyst is O1CCCC1. The product is [CH2:1]([O:3][C:4]([C:5]1[CH:10]=[C:9]2[C:8](=[CH:7][CH:6]=1)[NH:11][CH:12]([C:13]1[CH:18]=[CH:17][CH:16]=[C:15]([Br:19])[CH:14]=1)[C:48]([CH3:50])([CH3:49])[CH:47]2[OH:51])=[O:20])[CH3:2]. The yield is 1.00. (6) The reactants are [C:1]([O:5][C:6]([N:8]1[CH2:13][CH2:12][N:11]([C:14]2[CH:15]=[N:16][C:17]([NH:20][C:21]3[N:30]=[CH:29][C:28]4[CH2:27][CH2:26][C:25]([O:31][CH3:32])=[C:24]([CH:33]5[CH2:37][CH2:36][CH2:35][CH2:34]5)[C:23]=4[N:22]=3)=[CH:18][CH:19]=2)[CH2:10][CH2:9]1)=[O:7])([CH3:4])([CH3:3])[CH3:2]. The catalyst is [N+](C1C=CC=CC=1)([O-])=O.[Pd]. The product is [C:1]([O:5][C:6]([N:8]1[CH2:9][CH2:10][N:11]([C:14]2[CH:15]=[N:16][C:17]([NH:20][C:21]3[N:30]=[CH:29][C:28]4[C:23](=[C:24]([CH:33]5[CH2:34][CH2:35][CH2:36][CH2:37]5)[C:25]([O:31][CH3:32])=[CH:26][CH:27]=4)[N:22]=3)=[CH:18][CH:19]=2)[CH2:12][CH2:13]1)=[O:7])([CH3:4])([CH3:2])[CH3:3]. The yield is 0.240.